Dataset: Reaction yield outcomes from USPTO patents with 853,638 reactions. Task: Predict the reaction yield, written as a fraction of the theoretical maximum amount of product (1.0 means a 100% yield; for example, 0.34 means a 34% yield). (1) The reactants are [CH:1]([CH:3]([CH2:8][C:9]1[CH:10]=[N:11][C:12]([O:15][CH3:16])=[N:13][CH:14]=1)[C:4]([O:6]C)=O)=O.CC(C)([O-])C.[K+].[N+:23]([NH:26][C:27]([NH2:29])=[NH:28])([O-:25])=[O:24]. The catalyst is C(O)C. The product is [CH3:16][O:15][C:12]1[N:11]=[CH:10][C:9]([CH2:8][C:3]2[C:4](=[O:6])[N:28]=[C:27]([NH:26][N+:23]([O-:25])=[O:24])[NH:29][CH:1]=2)=[CH:14][N:13]=1. The yield is 0.725. (2) The yield is 0.390. The catalyst is CN(C=O)C. The reactants are [Cl:1][C:2]1[CH:3]=[CH:4][CH:5]=[C:6]2[C:11]=1[N:10]=[C:9]([CH2:12]Cl)[N:8]([C:14]1[CH:19]=[CH:18][CH:17]=[CH:16][C:15]=1[Cl:20])[C:7]2=[O:21].[N:22]1[C:30]([NH2:31])=[C:29]2[C:25]([N:26]=[CH:27][NH:28]2)=[N:24][CH:23]=1.C([O-])([O-])=O.[K+].[K+]. The product is [NH2:31][C:30]1[N:22]=[CH:23][N:24]=[C:25]2[C:29]=1[N:28]=[CH:27][N:26]2[CH2:12][C:9]1[N:8]([C:14]2[CH:19]=[CH:18][CH:17]=[CH:16][C:15]=2[Cl:20])[C:7](=[O:21])[C:6]2[C:11](=[C:2]([Cl:1])[CH:3]=[CH:4][CH:5]=2)[N:10]=1. (3) The reactants are CC1(C)COB(B2OCC(C)(C)CO2)OC1.C([O-])(=O)C.[K+].Br[C:23]1[CH:28]=[CH:27][C:26]([C:29]2([OH:33])[CH2:32][CH2:31][CH2:30]2)=[CH:25][CH:24]=1.Br[C:35]1[C:36]([F:47])=[C:37]2[C:41](=[CH:42][C:43]=1[F:44])[NH:40][CH:39]=[C:38]2[CH:45]=[O:46].C(=O)([O-])[O-].[K+].[K+]. The catalyst is O1CCOCC1.C1C=CC(P(C2C=CC=CC=2)[C-]2C=CC=C2)=CC=1.C1C=CC(P(C2C=CC=CC=2)[C-]2C=CC=C2)=CC=1.Cl[Pd]Cl.[Fe+2].CCO.C1(C)C=CC=CC=1. The product is [F:47][C:36]1[C:35]([C:23]2[CH:28]=[CH:27][C:26]([C:29]3([OH:33])[CH2:32][CH2:31][CH2:30]3)=[CH:25][CH:24]=2)=[C:43]([F:44])[CH:42]=[C:41]2[C:37]=1[C:38]([CH:45]=[O:46])=[CH:39][NH:40]2. The yield is 0.650. (4) The reactants are [Cl:1][C:2]1[C:3]2[C:10]([I:11])=[CH:9][NH:8][C:4]=2[N:5]=[CH:6][N:7]=1.O[CH2:13][C@@H:14]1[CH2:18][CH2:17][CH2:16][N:15]1[C:19]([O:21][C:22]([CH3:25])([CH3:24])[CH3:23])=[O:20].C1C=CC(P(C2C=CC=CC=2)C2C=CC=CC=2)=CC=1.CC(OC(/N=N/C(OC(C)C)=O)=O)C. The yield is 0.770. The catalyst is C1COCC1. The product is [C:22]([O:21][C:19]([N:15]1[CH2:16][CH2:17][CH2:18][C@H:14]1[CH2:13][N:8]1[C:4]2[N:5]=[CH:6][N:7]=[C:2]([Cl:1])[C:3]=2[C:10]([I:11])=[CH:9]1)=[O:20])([CH3:25])([CH3:23])[CH3:24]. (5) The reactants are Br[C:2]1[C:7]([CH3:8])=[CH:6][C:5]([CH2:9][C:10]([O:12][CH3:13])=[O:11])=[C:4]([Cl:14])[CH:3]=1.[CH3:15][N:16](C=O)C. The catalyst is O.[C-]#N.[C-]#N.[Zn+2].[Zn].C1C=CC(P(C2C=CC=CC=2)[C-]2C=CC=C2)=CC=1.C1C=CC(P(C2C=CC=CC=2)[C-]2C=CC=C2)=CC=1.Cl[Pd]Cl.[Fe+2].C1C=CC(/C=C/C(/C=C/C2C=CC=CC=2)=O)=CC=1.C1C=CC(/C=C/C(/C=C/C2C=CC=CC=2)=O)=CC=1.C1C=CC(/C=C/C(/C=C/C2C=CC=CC=2)=O)=CC=1.[Pd].[Pd]. The product is [Cl:14][C:4]1[CH:3]=[C:2]([C:15]#[N:16])[C:7]([CH3:8])=[CH:6][C:5]=1[CH2:9][C:10]([O:12][CH3:13])=[O:11]. The yield is 0.120. (6) The reactants are [Cl:1][C:2]1[S:3][C:4]2[CH:10]=[CH:9][C:8]([C:11](O)([CH2:14][CH3:15])[CH2:12][CH3:13])=[CH:7][C:5]=2[N:6]=1.[NH:17]1[C:25]2[C:20](=[CH:21][CH:22]=[CH:23][C:24]=2[NH:26][S:27]([CH3:30])(=[O:29])=[O:28])[CH:19]=[CH:18]1.C(O)(C(F)(F)F)=O. The catalyst is C(Cl)Cl. The product is [Cl:1][C:2]1[S:3][C:4]2[CH:10]=[CH:9][C:8]([C:11]([C:19]3[C:20]4[C:25](=[C:24]([NH:26][S:27]([CH3:30])(=[O:28])=[O:29])[CH:23]=[CH:22][CH:21]=4)[NH:17][CH:18]=3)([CH2:14][CH3:15])[CH2:12][CH3:13])=[CH:7][C:5]=2[N:6]=1. The yield is 0.840. (7) The reactants are [C:1]([N:8]1[CH2:15][CH2:14][CH2:13][C@H:9]1[C:10]([OH:12])=O)([O:3][C:4]([CH3:7])([CH3:6])[CH3:5])=[O:2].F[P-](F)(F)(F)(F)F.[N:23]1(O[P+](N(C)C)(N(C)C)N(C)C)[C:27]2[CH:28]=[CH:29][CH:30]=[CH:31][C:26]=2[N:25]=N1.C(N(CC)CC)C.O.C(Cl)[Cl:52]. No catalyst specified. The product is [C:4]([O:3][C:1]([N:8]1[CH2:15][CH2:14][CH2:13][CH:9]1[C:10](=[O:12])[NH:25][CH2:26][C:31]1[CH:30]=[C:29]([Cl:52])[CH:28]=[CH:27][N:23]=1)=[O:2])([CH3:5])([CH3:6])[CH3:7]. The yield is 0.930. (8) The catalyst is CN(C=O)C.C(Cl)Cl.O. The product is [CH2:37]([N:3]([CH2:1][CH3:2])[CH2:4][CH2:5][CH2:6][NH:7][C:8]1[N:9]=[C:10]([C:27]2[CH:28]=[C:29]([CH:33]=[CH:34][C:35]=2[CH3:36])[C:30]([NH:47][C:48]2[CH:53]=[CH:52][CH:51]=[CH:50][CH:49]=2)=[O:32])[C:11]2[CH:17]=[CH:16][C:15](=[O:18])[N:14]([C:19]3[C:24]([F:25])=[CH:23][CH:22]=[CH:21][C:20]=3[F:26])[C:12]=2[N:13]=1)[CH3:38]. The yield is 0.300. The reactants are [CH2:1]([N:3]([CH2:37][CH3:38])[CH2:4][CH2:5][CH2:6][NH:7][C:8]1[N:9]=[C:10]([C:27]2[CH:28]=[C:29]([CH:33]=[CH:34][C:35]=2[CH3:36])[C:30]([OH:32])=O)[C:11]2[CH:17]=[CH:16][C:15](=[O:18])[N:14]([C:19]3[C:24]([F:25])=[CH:23][CH:22]=[CH:21][C:20]=3[F:26])[C:12]=2[N:13]=1)[CH3:2].CN(C(O[N:47]1N=N[C:49]2[CH:50]=[CH:51][CH:52]=[CH:53][C:48]1=2)=[N+](C)C)C.F[P-](F)(F)(F)(F)F.C(N(CC)CC)C.NC1C=CC=CC=1.